This data is from TCR-epitope binding with 47,182 pairs between 192 epitopes and 23,139 TCRs. The task is: Binary Classification. Given a T-cell receptor sequence (or CDR3 region) and an epitope sequence, predict whether binding occurs between them. (1) The TCR CDR3 sequence is CASSQALGPPVPAFF. The epitope is NLVPMVATV. Result: 1 (the TCR binds to the epitope). (2) The epitope is AVFDRKSDAK. The TCR CDR3 sequence is CASSLEGLSYNEQFF. Result: 0 (the TCR does not bind to the epitope).